This data is from Full USPTO retrosynthesis dataset with 1.9M reactions from patents (1976-2016). The task is: Predict the reactants needed to synthesize the given product. (1) Given the product [CH3:6][O:7][C:8]([CH:10]1[CH2:16][CH:15]2[CH:17]=[CH:18][CH:11]1[C:12](=[O:33])[CH:13]([C:21]([C:23]1[C:24]([CH3:32])=[N:25][C:26]([CH:29]([F:30])[F:31])=[CH:27][CH:28]=1)=[O:22])[C:14]2=[O:20])=[O:9], predict the reactants needed to synthesize it. The reactants are: C(#N)N(C)C.[CH3:6][O:7][C:8]([CH:10]1[CH2:16][CH:15]2[C:17](Br)=[CH:18][CH:11]1[C:12](=[O:33])[CH:13]([C:21]([C:23]1[C:24]([CH3:32])=[N:25][C:26]([CH:29]([F:31])[F:30])=[CH:27][CH:28]=1)=[O:22])[C:14]2=[O:20])=[O:9].C[Si]([SiH]([Si](C)(C)C)[Si](C)(C)C)(C)C. (2) Given the product [C:1]([O:5][C:6]([N:8]1[CH2:12][CH2:11][CH:10]([CH2:13][C:14]2[N:22]3[C:17]([C:18]([NH2:23])=[N:19][CH:20]=[N:21]3)=[C:16]([C:36]3[CH:37]=[CH:38][C:39]4[C:34]([CH:35]=3)=[N:33][N:32]([CH2:25][C:26]3[CH:31]=[CH:30][CH:29]=[CH:28][CH:27]=3)[CH:40]=4)[CH:15]=2)[CH2:9]1)=[O:7])([CH3:4])([CH3:3])[CH3:2], predict the reactants needed to synthesize it. The reactants are: [C:1]([O:5][C:6]([N:8]1[CH2:12][CH2:11][CH:10]([CH2:13][C:14]2[N:22]3[C:17]([C:18]([NH2:23])=[N:19][CH:20]=[N:21]3)=[C:16](Br)[CH:15]=2)[CH2:9]1)=[O:7])([CH3:4])([CH3:3])[CH3:2].[CH2:25]([N:32]1[CH:40]=[C:39]2[C:34]([CH:35]=[C:36](B3OC(C)(C)C(C)(C)O3)[CH:37]=[CH:38]2)=[N:33]1)[C:26]1[CH:31]=[CH:30][CH:29]=[CH:28][CH:27]=1.C([O-])([O-])=O.[Na+].[Na+]. (3) Given the product [CH2:22]([C:24]([C:42]1[CH:47]=[CH:46][C:45]([O:12][S:9]([C:8]([F:21])([F:20])[F:7])(=[O:11])=[O:10])=[C:44]([CH3:49])[CH:43]=1)([C:27]1[CH:32]=[CH:31][C:30]([C:33]#[C:34][C:35]2([OH:40])[CH2:39][CH2:38][CH2:37][CH2:36]2)=[C:29]([CH3:41])[CH:28]=1)[CH2:25][CH3:26])[CH3:23], predict the reactants needed to synthesize it. The reactants are: N1C=CC=CC=1.[F:7][C:8]([F:21])([F:20])[S:9]([O:12]S(C(F)(F)F)(=O)=O)(=[O:11])=[O:10].[CH2:22]([C:24]([C:42]1[CH:47]=[CH:46][C:45](O)=[C:44]([CH3:49])[CH:43]=1)([C:27]1[CH:32]=[CH:31][C:30]([C:33]#[C:34][C:35]2([OH:40])[CH2:39][CH2:38][CH2:37][CH2:36]2)=[C:29]([CH3:41])[CH:28]=1)[CH2:25][CH3:26])[CH3:23].C(=O)(O)[O-].[Na+].